From a dataset of Catalyst prediction with 721,799 reactions and 888 catalyst types from USPTO. Predict which catalyst facilitates the given reaction. Reactant: [CH3:1][C:2]1([C:12]([O:14][CH2:15][CH3:16])=[O:13])[CH2:11][CH2:10][C:5]2(OCC[O:6]2)[CH2:4][CH2:3]1.CC1C=CC(S(O)(=O)=O)=CC=1.O. Product: [CH3:1][C:2]1([C:12]([O:14][CH2:15][CH3:16])=[O:13])[CH2:3][CH2:4][C:5](=[O:6])[CH2:10][CH2:11]1. The catalyst class is: 95.